This data is from Full USPTO retrosynthesis dataset with 1.9M reactions from patents (1976-2016). The task is: Predict the reactants needed to synthesize the given product. (1) Given the product [Cl:1][C:2]1[N:7]=[CH:6][N:5]=[C:4]([C:8]([NH:10][C:11]2[CH:16]=[CH:15][C:14]([S:17](=[O:19])(=[O:18])[NH:26][CH2:25][CH2:24][O:23][CH3:22])=[CH:13][C:12]=2[CH3:21])=[O:9])[CH:3]=1, predict the reactants needed to synthesize it. The reactants are: [Cl:1][C:2]1[N:7]=[CH:6][N:5]=[C:4]([C:8]([NH:10][C:11]2[CH:16]=[CH:15][C:14]([S:17](Cl)(=[O:19])=[O:18])=[CH:13][C:12]=2[CH3:21])=[O:9])[CH:3]=1.[CH3:22][O:23][CH2:24][CH2:25][NH2:26].C(NC(C)C)(C)C. (2) The reactants are: [Si]([O:8][C@@H:9]([CH2:20][O:21][C:22]1[CH:27]=[CH:26][C:25]([Cl:28])=[C:24]([C:29]2[N:34]=[C:33]([C:35]3[C:36]([CH3:41])=[N:37][O:38][C:39]=3[CH3:40])[C:32]([CH3:42])=[C:31]([N:43]3[CH2:51][C:50]4[C:45](=[N:46][CH:47]=[C:48]([F:52])[CH:49]=4)[CH2:44]3)[N:30]=2)[CH:23]=1)[CH2:10][N:11](C)[C:12](=O)OC(C)(C)C)(C(C)(C)C)(C)C. Given the product [Cl:28][C:25]1[CH:26]=[CH:27][C:22]([O:21][CH2:20][C@H:9]([OH:8])[CH2:10][NH:11][CH3:12])=[CH:23][C:24]=1[C:29]1[N:34]=[C:33]([C:35]2[C:36]([CH3:41])=[N:37][O:38][C:39]=2[CH3:40])[C:32]([CH3:42])=[C:31]([N:43]2[CH2:51][C:50]3[C:45](=[N:46][CH:47]=[C:48]([F:52])[CH:49]=3)[CH2:44]2)[N:30]=1, predict the reactants needed to synthesize it. (3) Given the product [CH3:1][O:2][C:3](=[O:14])[C:4]1[CH:9]=[CH:8][C:7]([N:17]([CH3:18])[CH3:16])=[CH:6][C:5]=1[N+:11]([O-:13])=[O:12], predict the reactants needed to synthesize it. The reactants are: [CH3:1][O:2][C:3](=[O:14])[C:4]1[CH:9]=[CH:8][C:7](F)=[CH:6][C:5]=1[N+:11]([O-:13])=[O:12].Cl.[CH3:16][NH:17][CH3:18].C(=O)([O-])[O-].[K+].[K+]. (4) Given the product [CH2:19]([O:18][C:17](=[O:26])[NH:16][CH2:13][C:14]#[C:15][C:2]1[CH:3]=[C:4]([C:10](=[O:12])[CH3:11])[CH:5]=[CH:6][C:7]=1[O:8][CH3:9])[C:20]1[CH:25]=[CH:24][CH:23]=[CH:22][CH:21]=1, predict the reactants needed to synthesize it. The reactants are: I[C:2]1[CH:3]=[C:4]([C:10](=[O:12])[CH3:11])[CH:5]=[CH:6][C:7]=1[O:8][CH3:9].[CH2:13]([NH:16][C:17](=[O:26])[O:18][CH2:19][C:20]1[CH:25]=[CH:24][CH:23]=[CH:22][CH:21]=1)[C:14]#[CH:15].O. (5) Given the product [CH2:16]([O:23][C:24]1[CH:25]=[CH:26][C:27]([CH2:28][NH:29][C:9](=[O:10])[O:11][C:12]([CH3:13])([CH3:14])[CH3:15])=[CH:30][CH:31]=1)[C:17]1[CH:18]=[CH:19][CH:20]=[CH:21][CH:22]=1, predict the reactants needed to synthesize it. The reactants are: [C:9](O[C:9]([O:11][C:12]([CH3:15])([CH3:14])[CH3:13])=[O:10])([O:11][C:12]([CH3:15])([CH3:14])[CH3:13])=[O:10].[CH2:16]([O:23][C:24]1[CH:31]=[CH:30][C:27]([CH2:28][NH2:29])=[CH:26][CH:25]=1)[C:17]1[CH:22]=[CH:21][CH:20]=[CH:19][CH:18]=1.[OH-].[Na+]. (6) Given the product [OH:8][C:9]1[CH:10]=[CH:11][C:12]2[C:13]3[N:14]([CH2:30][CH2:31][N:32]=3)[C:15]([NH:21][C:22](=[O:29])[C:23]3[CH:28]=[CH:27][CH:26]=[N:25][CH:24]=3)=[N:16][C:17]=2[C:18]=1[O:19][CH3:20], predict the reactants needed to synthesize it. The reactants are: C([O:8][C:9]1[CH:10]=[CH:11][C:12]2[C:13]3[N:14]([CH2:30][CH2:31][N:32]=3)[C:15]([NH:21][C:22](=[O:29])[C:23]3[CH:28]=[CH:27][CH:26]=[N:25][CH:24]=3)=[N:16][C:17]=2[C:18]=1[O:19][CH3:20])C1C=CC=CC=1.C(O)(C(F)(F)F)=O.